Predict which catalyst facilitates the given reaction. From a dataset of Catalyst prediction with 721,799 reactions and 888 catalyst types from USPTO. (1) Reactant: [F:1][C:2]([F:7])([F:6])[C:3]([OH:5])=[O:4].[OH:8][C:9]1([CH2:12][CH:13]2[CH2:18][CH2:17][CH:16]([CH3:19])[CH2:15][N:14]2C(OC(C)(C)C)=O)[CH2:11][CH2:10]1. Product: [F:1][C:2]([F:7])([F:6])[C:3]([OH:5])=[O:4].[CH3:19][CH:16]1[CH2:15][NH:14][CH:13]([CH2:12][C:9]2([OH:8])[CH2:10][CH2:11]2)[CH2:18][CH2:17]1. The catalyst class is: 4. (2) Reactant: [NH2:1][C@@H:2]1[CH2:6][CH2:5][N:4]([C:7]([O:9][C:10]([CH3:13])([CH3:12])[CH3:11])=[O:8])[CH2:3]1.C(N(CC)CC)C.Cl[C:22]([O:24][C@H:25]1[CH2:29][CH2:28][O:27][CH2:26]1)=[O:23]. Product: [C:10]([O:9][C:7]([N:4]1[CH2:5][CH2:6][C@@H:2]([NH:1][C:22](=[O:23])[O:24][C@H:25]2[CH2:29][CH2:28][O:27][CH2:26]2)[CH2:3]1)=[O:8])([CH3:13])([CH3:12])[CH3:11]. The catalyst class is: 2. (3) Reactant: [CH:1]1([N:5]2[CH2:10][CH2:9][N:8]([C:11]([C@H:13]3[CH2:18][CH2:17][C@H:16]([OH:19])[CH2:15][CH2:14]3)=[O:12])[CH2:7][CH2:6]2)[CH2:4][CH2:3][CH2:2]1.[H-].[Na+].Cl[C:23]1[CH:30]=[CH:29][C:26]([C:27]#[N:28])=[CH:25][N:24]=1.C([O-])(O)=O.[Na+]. Product: [CH:1]1([N:5]2[CH2:10][CH2:9][N:8]([C:11]([C@H:13]3[CH2:18][CH2:17][C@H:16]([O:19][C:23]4[CH:30]=[CH:29][C:26]([C:27]#[N:28])=[CH:25][N:24]=4)[CH2:15][CH2:14]3)=[O:12])[CH2:7][CH2:6]2)[CH2:4][CH2:3][CH2:2]1. The catalyst class is: 80. (4) Reactant: [OH-].[Na+].[OH:3][C:4]1[CH:11]=[C:10]([O:12][CH3:13])[CH:9]=[CH:8][C:5]=1[CH:6]=[O:7].Cl[CH2:15][C:16]([OH:18])=[O:17].Cl. Product: [CH:6]([C:5]1[CH:8]=[CH:9][C:10]([O:12][CH3:13])=[CH:11][C:4]=1[O:3][CH2:15][C:16]([OH:18])=[O:17])=[O:7]. The catalyst class is: 6. (5) Reactant: [CH2:1]([O:3][C:4](=[O:17])[CH:5]([CH3:16])[CH2:6][C:7]1[CH:12]=[CH:11][C:10]([O:13]C)=[C:9]([F:15])[CH:8]=1)C.B(Br)(Br)Br.CO. Product: [CH3:1][O:3][C:4](=[O:17])[CH:5]([CH3:16])[CH2:6][C:7]1[CH:12]=[CH:11][C:10]([OH:13])=[C:9]([F:15])[CH:8]=1. The catalyst class is: 2. (6) Reactant: [CH3:1][C:2]([O:5][C:6]([N:8]([CH2:26][CH3:27])[C@@H:9]1[CH2:13][CH2:12][N:11]([C:14]2[C:19]([C:20](OC(C)C)=[O:21])=[CH:18][CH:17]=[CH:16][N:15]=2)[CH2:10]1)=[O:7])([CH3:4])[CH3:3].[H-].[H-].[H-].[H-].[Li+].[Al+3]. Product: [CH2:26]([N:8]([C@@H:9]1[CH2:13][CH2:12][N:11]([C:14]2[C:19]([CH2:20][OH:21])=[CH:18][CH:17]=[CH:16][N:15]=2)[CH2:10]1)[C:6](=[O:7])[O:5][C:2]([CH3:4])([CH3:1])[CH3:3])[CH3:27]. The catalyst class is: 1.